From a dataset of Cav3 T-type calcium channel HTS with 100,875 compounds. Binary Classification. Given a drug SMILES string, predict its activity (active/inactive) in a high-throughput screening assay against a specified biological target. (1) The drug is N1(C(c2n(nnn2)C(C)(C)C)c2ccc(N(C)C)cc2)CCN(CC1)c1c(ccc(c1)C)C. The result is 1 (active). (2) The molecule is Clc1c(ccc(NC(=O)COCC)c1)C. The result is 0 (inactive). (3) The drug is S1CCN(C(C(C)C)c2n(nnn2)Cc2ccc(F)cc2)CC1. The result is 1 (active). (4) The compound is Brc1ccc(CN(CCO)CCO)cc1. The result is 0 (inactive). (5) The compound is O(c1c(n2c3c(nc2)cc(NCc2ncccc2)cc3)cccc1)C. The result is 0 (inactive). (6) The compound is S(=O)(=O)(Cc1oc(C(=O)N2CCN(CC2)c2ncccc2)cc1)c1c(OC)cccc1. The result is 0 (inactive). (7) The molecule is S(=O)(=O)(N)c1ccc(CCNC(=O)CN(Cc2[nH]c3c(c(=O)n2)cccc3)CC)cc1. The result is 0 (inactive). (8) The compound is S(=O)(=O)(N1CCC(CC1)C(OCC(=O)c1ccc(F)cc1)=O)c1c2ncccc2ccc1. The result is 0 (inactive). (9) The compound is O=C(NC1CCCCC1)C(N(C(=O)Cc1c2c([nH]c1)cccc2)c1ccc(cc1)C)c1occc1. The result is 1 (active). (10) The molecule is S(=O)(=O)(n1nc(cc1C)C)c1c2c(c(OCC)cc1)cccc2. The result is 0 (inactive).